This data is from Reaction yield outcomes from USPTO patents with 853,638 reactions. The task is: Predict the reaction yield, written as a fraction of the theoretical maximum amount of product (1.0 means a 100% yield; for example, 0.34 means a 34% yield). The reactants are [C:1]([O:5][C:6](=[O:20])[N:7]([CH2:10][C:11]1[CH:16]=[CH:15][C:14]([Cl:17])=[C:13]([CH2:18][OH:19])[CH:12]=1)[CH2:8][CH3:9])([CH3:4])([CH3:3])[CH3:2]. The catalyst is CC#N.O=[Mn]=O. The product is [C:1]([O:5][C:6](=[O:20])[N:7]([CH2:10][C:11]1[CH:16]=[CH:15][C:14]([Cl:17])=[C:13]([CH:18]=[O:19])[CH:12]=1)[CH2:8][CH3:9])([CH3:2])([CH3:3])[CH3:4]. The yield is 0.820.